From a dataset of Reaction yield outcomes from USPTO patents with 853,638 reactions. Predict the reaction yield, written as a fraction of the theoretical maximum amount of product (1.0 means a 100% yield; for example, 0.34 means a 34% yield). (1) The product is [Cl:1][C:2]1[CH:3]=[C:4]([C:8]([NH:10][C@@H:11]2[CH2:16][CH2:15][NH:14][CH2:13][C@@H:12]2[O:22][CH2:23][CH2:24][CH3:25])=[O:9])[NH:5][C:6]=1[CH3:7]. The reactants are [Cl:1][C:2]1[CH:3]=[C:4]([C:8]([NH:10][C@H:11]2[CH2:16][CH2:15][N:14](C(OCC)=O)[CH2:13][C@H:12]2[O:22][CH2:23][CH2:24][CH3:25])=[O:9])[NH:5][C:6]=1[CH3:7].[OH-].[K+].O.NN.O. The yield is 0.300. The catalyst is C(O)CO. (2) The reactants are Br[C:2]1[N:6]([S:7]([C:10]2[CH:11]=[N:12][C:13]([CH3:16])=[CH:14][CH:15]=2)(=[O:9])=[O:8])[CH:5]=[C:4]([CH2:17][N:18]([CH3:26])[C:19](=[O:25])[O:20][C:21]([CH3:24])([CH3:23])[CH3:22])[CH:3]=1.[F:27][C:28]1[C:33](B(O)O)=[CH:32][CH:31]=[CH:30][N:29]=1.C(=O)([O-])[O-].[Na+].[Na+]. The catalyst is COCCOC.O.C1C=CC([P]([Pd]([P](C2C=CC=CC=2)(C2C=CC=CC=2)C2C=CC=CC=2)([P](C2C=CC=CC=2)(C2C=CC=CC=2)C2C=CC=CC=2)[P](C2C=CC=CC=2)(C2C=CC=CC=2)C2C=CC=CC=2)(C2C=CC=CC=2)C2C=CC=CC=2)=CC=1. The product is [F:27][C:28]1[C:33]([C:2]2[N:6]([S:7]([C:10]3[CH:11]=[N:12][C:13]([CH3:16])=[CH:14][CH:15]=3)(=[O:9])=[O:8])[CH:5]=[C:4]([CH2:17][N:18]([CH3:26])[C:19](=[O:25])[O:20][C:21]([CH3:24])([CH3:23])[CH3:22])[CH:3]=2)=[CH:32][CH:31]=[CH:30][N:29]=1. The yield is 0.410. (3) The reactants are [CH:1]([C:4]1[C:5]([C:14]([C:16]2[CH:17]=[C:18]([CH:23]=[CH:24][C:25]#[N:26])[CH:19]=[C:20]([CH3:22])[CH:21]=2)=[O:15])=[N:6][C:7]([O:12]C)=[N:8][C:9]=1[O:10]C)([CH3:3])[CH3:2]. The catalyst is C1COCC1.C(Cl)(=O)C(Cl)=O. The product is [CH:1]([C:4]1[C:9](=[O:10])[NH:8][C:7](=[O:12])[NH:6][C:5]=1[C:14]([C:16]1[CH:17]=[C:18]([CH:23]=[CH:24][C:25]#[N:26])[CH:19]=[C:20]([CH3:22])[CH:21]=1)=[O:15])([CH3:3])[CH3:2]. The yield is 0.550. (4) The reactants are [F:1][C:2]([F:28])([F:27])[C:3]1[CH:26]=[CH:25][C:6]2[N:7]([CH2:17][O:18][CH2:19][CH2:20][Si:21]([CH3:24])([CH3:23])[CH3:22])[C:8]([CH2:10][CH:11]3C[CH:13](C=O)[CH2:12]3)=[N:9][C:5]=2[CH:4]=1.[CH3:29][C:30]1([CH3:53])[O:34][C@@H:33]2[C@@H:35]([CH2:48][NH:49][CH:50]([CH3:52])[CH3:51])[CH2:36][C@@H:37]([N:38]3[C:42]4[N:43]=[CH:44][N:45]=[C:46]([NH2:47])[C:41]=4[CH:40]=[CH:39]3)[C@@H:32]2[O:31]1.[O-]S([O-])(=O)=O.[Mg+2].C([O-])(O)=O.[Na+]. The catalyst is ClCCCl.[Cl-].[Na+].O. The product is [CH3:29][C:30]1([CH3:53])[O:34][C@@H:33]2[C@@H:35]([CH2:48][N:49]([CH:50]([CH3:51])[CH3:52])[CH2:13][CH2:12][CH2:11][CH2:10][C:8]3[N:7]([CH2:17][O:18][CH2:19][CH2:20][Si:21]([CH3:23])([CH3:24])[CH3:22])[C:6]4[CH:25]=[CH:26][C:3]([C:2]([F:27])([F:1])[F:28])=[CH:4][C:5]=4[N:9]=3)[CH2:36][C@@H:37]([N:38]3[C:42]4[N:43]=[CH:44][N:45]=[C:46]([NH2:47])[C:41]=4[CH:40]=[CH:39]3)[C@@H:32]2[O:31]1. The yield is 0.470. (5) The reactants are [CH2:1]([O:8][C:9]1[CH:14]=[CH:13][C:12]([NH:15][C:16]2[CH:21]=[CH:20][C:19]([CH3:22])=[CH:18][C:17]=2[N+:23]([O-:25])=[O:24])=[CH:11][CH:10]=1)[C:2]1[CH:7]=[CH:6][CH:5]=[CH:4][CH:3]=1.[H-].[Na+].[CH3:28]I. The catalyst is CN(C)C=O. The product is [CH2:1]([O:8][C:9]1[CH:10]=[CH:11][C:12]([N:15]([CH3:28])[C:16]2[CH:21]=[CH:20][C:19]([CH3:22])=[CH:18][C:17]=2[N+:23]([O-:25])=[O:24])=[CH:13][CH:14]=1)[C:2]1[CH:3]=[CH:4][CH:5]=[CH:6][CH:7]=1. The yield is 1.00.